This data is from Forward reaction prediction with 1.9M reactions from USPTO patents (1976-2016). The task is: Predict the product of the given reaction. (1) Given the reactants BrP(C1C=CC=CC=1)(C1C=CC=CC=1)(C1C=CC=CC=1)[CH2:3][CH2:4][CH2:5][CH2:6][CH2:7][S:8][CH2:9][CH2:10][C:11]([O:13][CH3:14])=[O:12].C[O-].[Na+].[CH:36](=O)[CH2:37][CH2:38][CH2:39][CH2:40][CH2:41][CH2:42][CH2:43][C:44]#[CH:45], predict the reaction product. The product is: [CH2:7]([S:8][CH2:9][CH2:10][C:11]([O:13][CH3:14])=[O:12])[CH2:6][CH2:5][CH2:4]/[CH:3]=[CH:45]\[CH2:44][CH2:43][CH2:42][CH2:41][CH2:40][CH2:39][CH2:38][C:37]#[CH:36]. (2) Given the reactants Br[C:2]1[CH:7]=[CH:6][C:5]([F:8])=[CH:4][N:3]=1.Cl.[C:10](=[O:13])(O)[O-].[Na+].[C:15](#N)C, predict the reaction product. The product is: [F:8][C:5]1[CH:6]=[CH:7][C:2]([C:10](=[O:13])[CH3:15])=[N:3][CH:4]=1. (3) Given the reactants [Cl:1][C:2]1[CH:7]=[CH:6][C:5]([O:8][C:9]2[CH:14]=[CH:13][C:12]([CH2:15][CH2:16][C:17]3[NH:18][CH:19]=[C:20]([CH2:24][C:25]4[CH:26]=[N:27][CH:28]=[N:29][CH:30]=4)[C:21](=[O:23])[N:22]=3)=[CH:11][CH:10]=2)=[CH:4][C:3]=1[C:31]([F:34])([F:33])[F:32].[CH3:35]CN(C(C)C)C(C)C.CI, predict the reaction product. The product is: [Cl:1][C:2]1[CH:7]=[CH:6][C:5]([O:8][C:9]2[CH:14]=[CH:13][C:12]([CH2:15][CH2:16][C:17]3[N:18]([CH3:35])[CH:19]=[C:20]([CH2:24][C:25]4[CH:30]=[N:29][CH:28]=[N:27][CH:26]=4)[C:21](=[O:23])[N:22]=3)=[CH:11][CH:10]=2)=[CH:4][C:3]=1[C:31]([F:34])([F:32])[F:33]. (4) Given the reactants [NH2:1][C:2]1[C:12]([NH:13][CH2:14][C:15]2[CH:20]=[CH:19][C:18]([Cl:21])=[CH:17][C:16]=2[Cl:22])=[CH:11][C:5]([C:6]([O:8][CH2:9][CH3:10])=[O:7])=[CH:4][N:3]=1.C(=O)([O-])O.[Na+].[C:28](O)(=O)[CH3:29], predict the reaction product. The product is: [Cl:22][C:16]1[CH:17]=[C:18]([Cl:21])[CH:19]=[CH:20][C:15]=1[CH2:14][N:13]1[C:12]2[C:2](=[N:3][CH:4]=[C:5]([C:6]([O:8][CH2:9][CH3:10])=[O:7])[CH:11]=2)[N:1]=[C:28]1[CH3:29]. (5) Given the reactants Cl.Cl.Cl.[O:4]1[C:8]2=[C:9]([N:13]3[CH2:18][CH2:17][N:16]([CH2:19][CH2:20][C@H:21]4[CH2:26][CH2:25][C@H:24]([NH2:27])[CH2:23][CH2:22]4)[CH2:15][CH2:14]3)[N:10]=[CH:11][CH:12]=[C:7]2[CH2:6][CH2:5]1.[CH:28]1([C:32](O)=[O:33])[CH2:31][CH2:30][CH2:29]1, predict the reaction product. The product is: [O:4]1[C:8]2=[C:9]([N:13]3[CH2:18][CH2:17][N:16]([CH2:19][CH2:20][C@H:21]4[CH2:26][CH2:25][C@H:24]([NH:27][C:32]([CH:28]5[CH2:31][CH2:30][CH2:29]5)=[O:33])[CH2:23][CH2:22]4)[CH2:15][CH2:14]3)[N:10]=[CH:11][CH:12]=[C:7]2[CH2:6][CH2:5]1.